Task: Predict the product of the given reaction.. Dataset: Forward reaction prediction with 1.9M reactions from USPTO patents (1976-2016) (1) Given the reactants [H-].[Al+3].[Li+].[H-].[H-].[H-].[CH3:7][C:8]([CH3:21])([CH3:20])[CH2:9][CH2:10][O:11][C:12]1[CH:19]=[CH:18][C:15]([C:16]#[N:17])=[CH:14][CH:13]=1, predict the reaction product. The product is: [CH3:7][C:8]([CH3:21])([CH3:20])[CH2:9][CH2:10][O:11][C:12]1[CH:13]=[CH:14][C:15]([CH2:16][NH2:17])=[CH:18][CH:19]=1. (2) Given the reactants [C:1]([C:4]1[CH:9]=[CH:8][N:7]=[CH:6][CH:5]=1)(=[O:3])[CH3:2].[BrH:10].BrBr, predict the reaction product. The product is: [Br:10][CH2:2][C:1]([C:4]1[CH:9]=[CH:8][N:7]=[CH:6][CH:5]=1)=[O:3]. (3) Given the reactants [Br:1][C:2]1[CH:9]=[CH:8][C:7]([O:10][CH3:11])=[CH:6][C:3]=1[C:4]#[N:5].B, predict the reaction product. The product is: [Br:1][C:2]1[CH:9]=[CH:8][C:7]([O:10][CH3:11])=[CH:6][C:3]=1[CH2:4][NH2:5]. (4) The product is: [CH:10]1([C:2]2[CH:7]=[CH:6][N:5]=[C:4]([C:8]#[N:9])[CH:3]=2)[CH2:12][CH2:11]1. Given the reactants Br[C:2]1[CH:7]=[CH:6][N:5]=[C:4]([C:8]#[N:9])[CH:3]=1.[CH:10]1(B(O)O)[CH2:12][CH2:11]1.[O-]P([O-])([O-])=O.[K+].[K+].[K+], predict the reaction product.